This data is from NCI-60 drug combinations with 297,098 pairs across 59 cell lines. The task is: Regression. Given two drug SMILES strings and cell line genomic features, predict the synergy score measuring deviation from expected non-interaction effect. Drug 1: COC1=C(C=C2C(=C1)N=CN=C2NC3=CC(=C(C=C3)F)Cl)OCCCN4CCOCC4. Drug 2: CN(C)N=NC1=C(NC=N1)C(=O)N. Cell line: A549. Synergy scores: CSS=18.9, Synergy_ZIP=-8.41, Synergy_Bliss=-3.72, Synergy_Loewe=-18.1, Synergy_HSA=-3.79.